This data is from Forward reaction prediction with 1.9M reactions from USPTO patents (1976-2016). The task is: Predict the product of the given reaction. Given the reactants C[Sn](C)(C)[C:3]1[CH:8]=[N:7][CH:6]=[C:5]([CH3:9])[N:4]=1.Cl[C:13]1[N:18]=[CH:17][C:16]2[CH:19]=[N:20][N:21]([C:22]3[CH:27]=[CH:26][CH:25]=[C:24]([N:28]4[CH2:34][CH2:33][CH2:32][N:31]([CH:35]5[CH2:38][O:37][CH2:36]5)[CH2:30][CH2:29]4)[N:23]=3)[C:15]=2[CH:14]=1, predict the reaction product. The product is: [CH3:9][C:5]1[N:4]=[C:3]([C:13]2[N:18]=[CH:17][C:16]3[CH:19]=[N:20][N:21]([C:22]4[CH:27]=[CH:26][CH:25]=[C:24]([N:28]5[CH2:34][CH2:33][CH2:32][N:31]([CH:35]6[CH2:38][O:37][CH2:36]6)[CH2:30][CH2:29]5)[N:23]=4)[C:15]=3[CH:14]=2)[CH:8]=[N:7][CH:6]=1.